From a dataset of Reaction yield outcomes from USPTO patents with 853,638 reactions. Predict the reaction yield, written as a fraction of the theoretical maximum amount of product (1.0 means a 100% yield; for example, 0.34 means a 34% yield). (1) The reactants are [Br-].[Br-].[NH2:3][C:4]1[N:9]=[C:8]([NH2:10])[C:7]([NH2:11])=[C:6]([NH2:12])[N:5]=1.[Br:13][CH2:14][C:15](=O)[CH:16]=NO. The catalyst is CO. The product is [NH2:3][C:4]1[N:9]=[C:8]([NH2:10])[C:7]2[C:6](=[N:12][CH:16]=[C:15]([CH2:14][Br:13])[N:11]=2)[N:5]=1. The yield is 0.880. (2) The reactants are [CH2:1]([O:3][C:4]1[CH:9]=[CH:8][C:7]([NH2:10])=[C:6]([N:11]2[CH2:16][CH2:15][CH2:14][CH2:13][CH2:12]2)[CH:5]=1)[CH3:2].[C:17]([C:19]1[O:23][C:22]([C:24](Cl)=[O:25])=[CH:21][CH:20]=1)#[N:18].CCN(C(C)C)C(C)C. No catalyst specified. The product is [CH2:1]([O:3][C:4]1[CH:9]=[CH:8][C:7]([NH:10][C:24]([C:22]2[O:23][C:19]([C:17]#[N:18])=[CH:20][CH:21]=2)=[O:25])=[C:6]([N:11]2[CH2:16][CH2:15][CH2:14][CH2:13][CH2:12]2)[CH:5]=1)[CH3:2]. The yield is 0.540. (3) The reactants are CCCC[N+](CCCC)(CCCC)CCCC.[F-].[Si]([O:36][CH2:37][CH:38]1[CH2:41][C:40]([C:42]2[CH:43]=[C:44]3[C:49](=[CH:50][CH:51]=2)[N:48]=[C:47]([C:52]2[CH:57]=[CH:56][CH:55]=[C:54]([Cl:58])[CH:53]=2)[N:46]([CH2:59][C:60]([NH:62][CH:63]([CH3:65])[CH3:64])=[O:61])[C:45]3=[O:66])=[CH:39]1)(C(C)(C)C)(C1C=CC=CC=1)C1C=CC=CC=1. The catalyst is C1COCC1. The product is [Cl:58][C:54]1[CH:53]=[C:52]([C:47]2[N:46]([CH2:59][C:60]([NH:62][CH:63]([CH3:65])[CH3:64])=[O:61])[C:45](=[O:66])[C:44]3[C:49](=[CH:50][CH:51]=[C:42]([C:40]4[CH2:41][CH:38]([CH2:37][OH:36])[CH:39]=4)[CH:43]=3)[N:48]=2)[CH:57]=[CH:56][CH:55]=1. The yield is 0.500. (4) The reactants are [F:1][C:2]([F:15])([F:14])[O:3][C:4]1[CH:13]=[CH:12][C:7]([C:8]([NH:10][NH2:11])=O)=[CH:6][CH:5]=1.I.CS[C:19](=[NH:28])[NH:20][C:21]1[CH:26]=[CH:25][C:24]([OH:27])=[CH:23][CH:22]=1. The catalyst is N1C=CC=CC=1. The product is [F:1][C:2]([F:15])([F:14])[O:3][C:4]1[CH:13]=[CH:12][C:7]([C:8]2[NH:28][C:19]([NH:20][C:21]3[CH:26]=[CH:25][C:24]([OH:27])=[CH:23][CH:22]=3)=[N:11][N:10]=2)=[CH:6][CH:5]=1. The yield is 0.406. (5) The product is [Br-:23].[OH:10][C:9]([C:17]1[CH:22]=[CH:21][CH:20]=[CH:19][CH:18]=1)([C:11]1[CH:12]=[CH:13][CH:14]=[CH:15][CH:16]=1)[C:4]12[CH2:5][CH2:6][N+:1]([CH2:24][CH2:25][O:26][CH2:27][C:28]3[CH:37]=[CH:36][C:35]4[C:30](=[CH:31][CH:32]=[CH:33][CH:34]=4)[CH:29]=3)([CH2:2][CH2:3]1)[CH2:8][CH2:7]2. The reactants are [N:1]12[CH2:8][CH2:7][C:4]([C:9]([C:17]3[CH:22]=[CH:21][CH:20]=[CH:19][CH:18]=3)([C:11]3[CH:16]=[CH:15][CH:14]=[CH:13][CH:12]=3)[OH:10])([CH2:5][CH2:6]1)[CH2:3][CH2:2]2.[Br:23][CH2:24][CH2:25][O:26][CH2:27][C:28]1[CH:37]=[CH:36][C:35]2[C:30](=[CH:31][CH:32]=[CH:33][CH:34]=2)[CH:29]=1. The catalyst is CC#N.C(Cl)(Cl)Cl. The yield is 0.840.